Dataset: Reaction yield outcomes from USPTO patents with 853,638 reactions. Task: Predict the reaction yield, written as a fraction of the theoretical maximum amount of product (1.0 means a 100% yield; for example, 0.34 means a 34% yield). (1) The reactants are [CH2:1]([N:8]([CH2:45][C:46]1[CH:51]=[CH:50][CH:49]=[CH:48][CH:47]=1)[CH:9]1[CH2:13][CH:12]([C:14](=[O:43])[CH2:15][N:16]([C:24]2[N:25]=[C:26]3[CH:32]=[CH:31][N:30]([S:33]([C:36]4[CH:42]=[CH:41][C:39]([CH3:40])=[CH:38][CH:37]=4)(=[O:35])=[O:34])[C:27]3=[N:28][CH:29]=2)C(=O)OC(C)(C)C)[CH:11]([CH3:44])[CH2:10]1)[C:2]1[CH:7]=[CH:6][CH:5]=[CH:4][CH:3]=1. The catalyst is Cl. The product is [CH2:45]([N:8]([CH2:1][C:2]1[CH:3]=[CH:4][CH:5]=[CH:6][CH:7]=1)[CH:9]1[CH2:13][CH:12]([C:14](=[O:43])[CH2:15][NH:16][C:24]2[N:25]=[C:26]3[CH:32]=[CH:31][N:30]([S:33]([C:36]4[CH:37]=[CH:38][C:39]([CH3:40])=[CH:41][CH:42]=4)(=[O:35])=[O:34])[C:27]3=[N:28][CH:29]=2)[CH:11]([CH3:44])[CH2:10]1)[C:46]1[CH:51]=[CH:50][CH:49]=[CH:48][CH:47]=1. The yield is 0.980. (2) The reactants are Br[CH2:2][CH2:3][CH2:4][CH2:5][CH2:6][CH2:7][CH2:8][Br:9].[C:10]1(=[O:20])[NH:14][C:13](=[O:15])[C:12]2=[CH:16][CH:17]=[CH:18][CH:19]=[C:11]12.[K]. The catalyst is CC(C)=O. The product is [Br:9][CH2:8][CH2:7][CH2:6][CH2:5][CH2:4][CH2:3][CH2:2][N:14]1[C:10](=[O:20])[C:11]2[C:12](=[CH:16][CH:17]=[CH:18][CH:19]=2)[C:13]1=[O:15]. The yield is 0.750. (3) The reactants are Cl.[C:2]([NH2:5])(=[NH:4])[CH3:3].C[O-].[Na+].[C:9]([C:11]1[CH:16]=[CH:15][CH:14]=[CH:13][C:12]=1[C:17]1[CH:22]=[CH:21][C:20]([CH2:23][CH:24]([C:29](=O)[CH2:30][CH2:31][CH2:32][CH3:33])[C:25](OC)=[O:26])=[C:19]([F:35])[CH:18]=1)#[N:10].O. The catalyst is CO. The product is [CH2:30]([C:29]1[N:4]=[C:2]([CH3:3])[NH:5][C:25](=[O:26])[C:24]=1[CH2:23][C:20]1[CH:21]=[CH:22][C:17]([C:12]2[C:11]([C:9]#[N:10])=[CH:16][CH:15]=[CH:14][CH:13]=2)=[CH:18][C:19]=1[F:35])[CH2:31][CH2:32][CH3:33]. The yield is 0.690.